From a dataset of Forward reaction prediction with 1.9M reactions from USPTO patents (1976-2016). Predict the product of the given reaction. Given the reactants C([O:4][CH2:5][CH:6]1[CH:11]([O:12]C(=O)C)[CH:10]([O:16]C(=O)C)[CH:9]([O:20]C(=O)C)[CH:8]([O:24][C:25]2[CH:29]=[CH:28][S:27][C:26]=2[C:30](=[O:39])[NH:31][CH2:32][C:33]2[CH:38]=[CH:37][CH:36]=[CH:35][CH:34]=2)[O:7]1)(=O)C.C[O-].[Na+].Cl, predict the reaction product. The product is: [CH2:32]([NH:31][C:30]([C:26]1[S:27][CH:28]=[CH:29][C:25]=1[O:24][CH:8]1[CH:9]([OH:20])[CH:10]([OH:16])[CH:11]([OH:12])[CH:6]([CH2:5][OH:4])[O:7]1)=[O:39])[C:33]1[CH:34]=[CH:35][CH:36]=[CH:37][CH:38]=1.